This data is from Full USPTO retrosynthesis dataset with 1.9M reactions from patents (1976-2016). The task is: Predict the reactants needed to synthesize the given product. (1) Given the product [NH2:24][C:28]1[N:29]=[CH:30][CH:31]=[CH:32][C:27]=1[C:26]([NH2:1])=[S:25], predict the reactants needed to synthesize it. The reactants are: [N:1]1SC=C2C=CC=CC=12.N1SC(C(=O)C(O)=O)=C2N=CC=CC=12.[N:24]1[S:25][CH:26]=[C:27]2[CH:32]=[CH:31][CH:30]=[N:29][C:28]=12.NC1N=CC=CC=1C#N.N.S. (2) Given the product [Cl:1][C:2]1[CH:3]=[C:4]([N:8]2[CH2:9][CH2:10][CH:11]([C:14]([NH:28][C:25]3[C:26]4[CH2:27][C@H:18]([OH:17])[CH2:19][CH2:20][C:21]=4[CH:22]=[CH:23][CH:24]=3)=[O:16])[CH2:12][CH2:13]2)[CH:5]=[CH:6][CH:7]=1, predict the reactants needed to synthesize it. The reactants are: [Cl:1][C:2]1[CH:3]=[C:4]([N:8]2[CH2:13][CH2:12][CH:11]([C:14]([OH:16])=O)[CH2:10][CH2:9]2)[CH:5]=[CH:6][CH:7]=1.[OH:17][C@H:18]1[CH2:27][C:26]2[C:25]([NH2:28])=[CH:24][CH:23]=[CH:22][C:21]=2[CH2:20][CH2:19]1.ON1C2C=CC=CC=2N=N1.Cl.CN(C)CCCN=C=NCC. (3) Given the product [F:47][C:48]1[CH:49]=[C:50]([F:64])[C:51]2[N:52]([CH:54]=[C:55]([CH2:57][C@@H:58]3[CH2:63][CH2:62][CH2:61][CH2:60][N:59]3[C:7]([C:5]3[N:6]=[C:2]([CH3:1])[S:3][C:4]=3[C:10]3[CH:15]=[CH:14][CH:13]=[CH:12][CH:11]=3)=[O:9])[N:56]=2)[CH:53]=1, predict the reactants needed to synthesize it. The reactants are: [CH3:1][C:2]1[S:3][C:4]([C:10]2[CH:15]=[CH:14][CH:13]=[CH:12][CH:11]=2)=[C:5]([C:7]([OH:9])=O)[N:6]=1.CCN(C(C)C)C(C)C.CN(C(ON1N=NC2C=CC=CC1=2)=[N+](C)C)C.[B-](F)(F)(F)F.[F:47][C:48]1[CH:49]=[C:50]([F:64])[C:51]2[N:52]([CH:54]=[C:55]([CH2:57][C@@H:58]3[CH2:63][CH2:62][CH2:61][CH2:60][NH:59]3)[N:56]=2)[CH:53]=1.